Dataset: Full USPTO retrosynthesis dataset with 1.9M reactions from patents (1976-2016). Task: Predict the reactants needed to synthesize the given product. (1) Given the product [F:34][C:10]1[CH:9]=[C:8]([O:7][C:6](=[O:35])[N:5]([CH3:4])[CH3:36])[CH:13]=[CH:12][C:11]=1[CH2:14][NH:15][C:16]([N:18]1[CH2:19][CH2:20][CH:21]([NH:24][C:25]2[CH:26]=[CH:27][C:28]([CH2:31][CH2:32][NH:33][CH2:65][C@H:63]([OH:64])[CH2:62][O:61][C:58]3[CH:59]=[CH:60][C:55]([OH:54])=[CH:56][CH:57]=3)=[CH:29][CH:30]=2)[CH2:22][CH2:23]1)=[O:17], predict the reactants needed to synthesize it. The reactants are: C(O)=O.[CH3:4][N:5]([CH3:36])[C:6](=[O:35])[O:7][C:8]1[CH:13]=[CH:12][C:11]([CH2:14][NH:15][C:16]([N:18]2[CH2:23][CH2:22][CH:21]([NH:24][C:25]3[CH:30]=[CH:29][C:28]([CH2:31][CH2:32][NH2:33])=[CH:27][CH:26]=3)[CH2:20][CH2:19]2)=[O:17])=[C:10]([F:34])[CH:9]=1.C([Si]([O:54][C:55]1[CH:60]=[CH:59][C:58]([O:61][CH2:62][CH:63]2[CH2:65][O:64]2)=[CH:57][CH:56]=1)(C1C=CC=CC=1)C1C=CC=CC=1)(C)(C)C. (2) Given the product [F:11][C:5]1[CH:6]=[C:7]([O:10][CH2:15][C:16]2[N:17]=[C:18]([CH3:21])[S:19][CH:20]=2)[CH:8]=[CH:9][C:4]=1[C:3]([N:30]1[CH2:31][CH2:32][CH2:33][C@H:29]1[CH2:28][N:24]1[CH2:25][CH2:26][CH2:27][C@H:23]1[CH3:22])=[O:12], predict the reactants needed to synthesize it. The reactants are: CO[C:3](=[O:12])[C:4]1[CH:9]=[CH:8][C:7]([OH:10])=[CH:6][C:5]=1[F:11].Cl.Cl[CH2:15][C:16]1[N:17]=[C:18]([CH3:21])[S:19][CH:20]=1.[CH3:22][C@@H:23]1[CH2:27][CH2:26][CH2:25][N:24]1[CH2:28][C@@H:29]1[CH2:33][CH2:32][CH2:31][NH:30]1. (3) The reactants are: C([O:4][CH2:5][CH2:6][C:7]([O:10][C:11](=[O:24])[C:12]([O:14][C:15]([CH3:23])([CH2:17][CH2:18][O:19]C(=O)C)[CH3:16])=[O:13])([CH3:9])[CH3:8])(=O)C. Given the product [OH:4][CH2:5][CH2:6][C:7]([O:10][C:11](=[O:24])[C:12]([O:14][C:15]([CH3:23])([CH2:17][CH2:18][OH:19])[CH3:16])=[O:13])([CH3:8])[CH3:9], predict the reactants needed to synthesize it. (4) Given the product [Cl:22][C:13]1[C:14]2[CH:18]=[CH:17][NH:16][C:15]=2[N:10]=[CH:11][N:12]=1, predict the reactants needed to synthesize it. The reactants are: C(N(CC)C(C)C)(C)C.[N:10]1[C:15]2[NH:16][CH:17]=[CH:18][C:14]=2[C:13](O)=[N:12][CH:11]=1.P(Cl)(Cl)([Cl:22])=O.[OH-].[Na+]. (5) The reactants are: ClC1C=C(C=[CH:10][CH:11]=1)C(OO)=O.C([C:14]1[CH:18]=[CH:17][S:16][C:15]=1[C:19]1[O:20][C:21]2[CH:27]=[CH:26][C:25]([C:28]([F:31])([F:30])[F:29])=[CH:24][C:22]=2[N:23]=1)C.[S:32]([O-])([O-:35])(=[O:34])=S.[Na+].[Na+]. Given the product [CH2:10]([S:32]([C:14]1[CH:18]=[CH:17][S:16][C:15]=1[C:19]1[O:20][C:21]2[CH:27]=[CH:26][C:25]([C:28]([F:29])([F:30])[F:31])=[CH:24][C:22]=2[N:23]=1)(=[O:35])=[O:34])[CH3:11], predict the reactants needed to synthesize it.